This data is from Forward reaction prediction with 1.9M reactions from USPTO patents (1976-2016). The task is: Predict the product of the given reaction. (1) Given the reactants Cl.[NH2:2][OH:3].Cl.[Cl:5][C:6]1[CH:7]=[C:8]([C:12]2[C:21]3[C:16](=[CH:17][CH:18]=[C:19]([C:22]([OH:37])([C:31]4[N:35]([CH3:36])[CH:34]=[N:33][CH:32]=4)[C:23]4[CH:30]=[CH:29][C:26]([CH:27]=O)=[CH:25][CH:24]=4)[CH:20]=3)[NH:15][C:14](=[O:38])[CH:13]=2)[CH:9]=[CH:10][CH:11]=1.C([O-])([O-])=O.[K+].[K+].[CH2:45](O)[CH3:46], predict the reaction product. The product is: [Cl:5][C:6]1[CH:7]=[C:8]([C:12]2[C:21]3[C:16](=[CH:17][CH:18]=[C:19]([C:22]([O:37][CH2:45][CH3:46])([C:31]4[N:35]([CH3:36])[CH:34]=[N:33][CH:32]=4)[C:23]4[CH:30]=[CH:29][C:26]([CH:27]=[N:2][OH:3])=[CH:25][CH:24]=4)[CH:20]=3)[NH:15][C:14](=[O:38])[CH:13]=2)[CH:9]=[CH:10][CH:11]=1. (2) Given the reactants [NH2:1][C:2]1[C:6]([C:7]#[N:8])=[CH:5][N:4]([CH:9]2[CH2:13][CH2:12][CH2:11][CH2:10]2)[N:3]=1.S(=O)(=O)(O)[OH:15].[NH4+].[OH-], predict the reaction product. The product is: [NH2:1][C:2]1[C:6]([C:7]([NH2:8])=[O:15])=[CH:5][N:4]([CH:9]2[CH2:10][CH2:11][CH2:12][CH2:13]2)[N:3]=1. (3) Given the reactants [CH:1]12[CH2:8][N:7]([C:9](OC(C)(C)C)=O)[CH2:6][CH:5]1[CH2:4][CH2:3][NH:2]2.[Cl:16][C:17]1[CH:24]=[CH:23][CH:22]=[C:21]([Cl:25])[C:18]=1[CH2:19]Cl.CCN(CC)CC.[O:33]1[CH:37]=[CH:36][CH:35]=[C:34]1[C:38]1[N:51]=[C:41]2[N:42]=C(S(C)(=O)=O)[N:44]=[C:45]([NH2:46])[N:40]2[N:39]=1, predict the reaction product. The product is: [Cl:16][C:17]1[CH:24]=[CH:23][CH:22]=[C:21]([Cl:25])[C:18]=1[CH2:19][N:2]1[CH2:3][CH2:4][CH:5]2[CH2:6][N:7]([C:9]3[N:44]=[C:45]([NH2:46])[N:40]4[N:39]=[C:38]([C:34]5[O:33][CH:37]=[CH:36][CH:35]=5)[N:51]=[C:41]4[N:42]=3)[CH2:8][CH:1]12.